From a dataset of Catalyst prediction with 721,799 reactions and 888 catalyst types from USPTO. Predict which catalyst facilitates the given reaction. (1) Reactant: [Cl:1][C:2]1[CH:3]=[C:4]([NH:8][C:9]2[CH:14]=[C:13]([NH:15][CH:16]3[CH2:21][CH2:20][N:19]([C:22]([O:24][C:25]([CH3:28])([CH3:27])[CH3:26])=[O:23])[CH2:18][CH2:17]3)[N:12]3[N:29]=[CH:30][C:31]([CH:32]=O)=[C:11]3[N:10]=2)[CH:5]=[CH:6][CH:7]=1.C(O)C.[NH:37]1[CH2:43][C:41](=[O:42])[NH:40][C:38]1=[O:39].N1CCCCC1. Product: [Cl:1][C:2]1[CH:3]=[C:4]([NH:8][C:9]2[CH:14]=[C:13]([NH:15][CH:16]3[CH2:17][CH2:18][N:19]([C:22]([O:24][C:25]([CH3:28])([CH3:26])[CH3:27])=[O:23])[CH2:20][CH2:21]3)[N:12]3[N:29]=[CH:30][C:31]([CH:32]=[C:43]4[C:41](=[O:42])[NH:40][C:38](=[O:39])[NH:37]4)=[C:11]3[N:10]=2)[CH:5]=[CH:6][CH:7]=1. The catalyst class is: 6. (2) Reactant: Cl[C:2]1[N:6]([CH2:7][C:8]2[CH:13]=[CH:12][C:11]([O:14][CH3:15])=[CH:10][CH:9]=2)[N:5]=[C:4]([S:16]([CH3:19])(=[O:18])=[O:17])[N:3]=1.[Cl:20][C:21]1[CH:22]=[C:23]([CH:25]=[C:26]([Cl:28])[CH:27]=1)[NH2:24].CC([O-])(C)C.[Na+]. Product: [Cl:20][C:21]1[CH:22]=[C:23]([NH:24][C:2]2[N:6]([CH2:7][C:8]3[CH:13]=[CH:12][C:11]([O:14][CH3:15])=[CH:10][CH:9]=3)[N:5]=[C:4]([S:16]([CH3:19])(=[O:18])=[O:17])[N:3]=2)[CH:25]=[C:26]([Cl:28])[CH:27]=1. The catalyst class is: 3. (3) Product: [Cl:1][C:2]1[S:6][C:5]([C:7]([NH:9][CH:10]([CH3:15])[C:11]([OH:13])=[O:12])=[O:8])=[CH:4][CH:3]=1. The catalyst class is: 8. Reactant: [Cl:1][C:2]1[S:6][C:5]([C:7]([NH:9][CH:10]([CH3:15])[C:11]([O:13]C)=[O:12])=[O:8])=[CH:4][CH:3]=1.[OH-].[Na+]. (4) Reactant: [Br:1][C:2]1[CH:8]=[CH:7][C:5]([NH2:6])=[CH:4][CH:3]=1.[N:9]([O-])=O.[Na+].[Sn](Cl)[Cl:14]. Product: [ClH:14].[Br:1][C:2]1[CH:8]=[CH:7][C:5]([NH:6][NH2:9])=[CH:4][CH:3]=1. The catalyst class is: 223. (5) Reactant: [CH3:1][N:2]1[C@H:7]2[CH2:8][CH2:9][CH:3]1[C:4](C(O)=O)=[CH:5][CH2:6]2.C([O-])([O-])=[O:14].[Na+].[Na+].C1(P(N=[N+]=[N-])(C2C=CC=CC=2)=O)C=CC=CC=1. Product: [CH3:1][N:2]1[C@H:7]2[CH2:8][CH2:9][CH:3]1[C:4](=[O:14])[CH2:5][CH2:6]2. The catalyst class is: 79. (6) Reactant: [Cl-].[CH3:2][C:3]1[CH:4]=[C:5]([N+:10]2[C:14]3[CH:15]=[C:16]([O:19][C:20]([F:23])([F:22])[F:21])[CH:17]=[CH:18][C:13]=3[N:12]([C:24]3[CH:29]=[CH:28][CH:27]=[CH:26][CH:25]=3)[CH:11]=2)[CH:6]=[C:7]([CH3:9])[CH:8]=1.[O-:30][CH2:31][CH3:32].[Na+]. Product: [CH3:9][C:7]1[CH:6]=[C:5]([N:10]2[C:14]3[CH:15]=[C:16]([O:19][C:20]([F:23])([F:21])[F:22])[CH:17]=[CH:18][C:13]=3[N:12]([C:24]3[CH:29]=[CH:28][CH:27]=[CH:26][CH:25]=3)[CH:11]2[O:30][CH2:31][CH3:32])[CH:4]=[C:3]([CH3:2])[CH:8]=1. The catalyst class is: 194. (7) Reactant: [NH2:1][C:2]1[CH:3]=[C:4]([C:9]([F:12])([F:11])[F:10])[CH:5]=[C:6](Br)[CH:7]=1.[NH:13]1[CH:17]=[CH:16][N:15]=[C:14]1[CH2:18][N:19]([CH3:21])[CH3:20].OC1C=CC=C2C=1N=CC=C2.C([O-])([O-])=O.[K+].[K+]. Product: [CH3:20][N:19]([CH2:18][C:14]1[N:13]([C:6]2[CH:7]=[C:2]([CH:3]=[C:4]([C:9]([F:10])([F:12])[F:11])[CH:5]=2)[NH2:1])[CH:17]=[CH:16][N:15]=1)[CH3:21]. The catalyst class is: 156. (8) Reactant: C(Cl)(=O)C(Cl)=O.CS(C)=O.[Cl:11][C:12]1[CH:17]=[CH:16][N:15]=[C:14]([CH:18]([CH:20]2[CH2:22][CH2:21]2)[OH:19])[C:13]=1[O:23][CH:24]([F:26])[F:25].C(N(CC)CC)C. Product: [Cl:11][C:12]1[CH:17]=[CH:16][N:15]=[C:14]([C:18]([CH:20]2[CH2:22][CH2:21]2)=[O:19])[C:13]=1[O:23][CH:24]([F:25])[F:26]. The catalyst class is: 46. (9) Reactant: Br[C:2]1[CH:3]=[C:4]2[C:9](=[CH:10][CH:11]=1)[C:8](=[O:12])[NH:7][C:6](=[O:13])[C:5]2=[CH:14][NH:15][C:16]1[CH:21]=[CH:20][C:19]([CH2:22][N:23]2[CH2:27][CH2:26][CH2:25][CH:24]2[CH2:28][OH:29])=[CH:18][CH:17]=1.[O:30]1[CH:34]=[CH:33][CH:32]=[C:31]1[Sn](CCCC)(CCCC)CCCC. Product: [O:30]1[CH:34]=[CH:33][CH:32]=[C:31]1[C:2]1[CH:3]=[C:4]2[C:9](=[CH:10][CH:11]=1)[C:8](=[O:12])[NH:7][C:6](=[O:13])[C:5]2=[CH:14][NH:15][C:16]1[CH:21]=[CH:20][C:19]([CH2:22][N:23]2[CH2:27][CH2:26][CH2:25][CH:24]2[CH2:28][OH:29])=[CH:18][CH:17]=1. The catalyst class is: 558. (10) Reactant: [N:1]1[CH:6]=[CH:5][CH:4]=[C:3]([N:7]2[CH:15]=[C:14]3[C:9]([CH:10]=[CH:11][C:12]([O:16][C:17]4[CH:22]=[CH:21][C:20]([OH:23])=[CH:19][CH:18]=4)=[CH:13]3)=[N:8]2)[CH:2]=1.[CH3:24][O:25][CH2:26][CH2:27][C:28]1(Br)[C:33](=[O:34])[NH:32][C:31](=[O:35])[NH:30][C:29]1=[O:36].C1CN2C(=NCCC2)NC1.C(#N)C. Product: [CH:12]([O:16][CH:17]([CH3:22])[CH3:18])([CH3:13])[CH3:11].[CH3:24][O:25][CH2:26][CH2:27][C:28]1([O:23][C:20]2[CH:21]=[CH:22][C:17]([O:16][C:12]3[CH:11]=[CH:10][C:9]4[C:14](=[CH:15][N:7]([C:3]5[CH:2]=[N:1][CH:6]=[CH:5][CH:4]=5)[N:8]=4)[CH:13]=3)=[CH:18][CH:19]=2)[C:29](=[O:36])[NH:30][C:31](=[O:35])[NH:32][C:33]1=[O:34]. The catalyst class is: 130.